Dataset: Forward reaction prediction with 1.9M reactions from USPTO patents (1976-2016). Task: Predict the product of the given reaction. (1) The product is: [N:18]1[CH:23]=[CH:22][C:21]([C:13]2[N:12]=[C:11]([NH:10][C:8]3[CH:7]=[CH:6][C:5]4[S:1][CH:2]=[N:3][C:4]=4[CH:9]=3)[CH:16]=[N:15][CH:14]=2)=[CH:20][CH:19]=1. Given the reactants [S:1]1[C:5]2[CH:6]=[CH:7][C:8]([NH:10][C:11]3[CH:16]=[N:15][CH:14]=[C:13](Cl)[N:12]=3)=[CH:9][C:4]=2[N:3]=[CH:2]1.[N:18]1[CH:23]=[CH:22][C:21](B(O)O)=[CH:20][CH:19]=1.C(=O)([O-])[O-].[Na+].[Na+], predict the reaction product. (2) Given the reactants [CH3:1][C:2]1[CH:10]=[CH:9][C:5]([C:6]([OH:8])=[O:7])=[CH:4][CH:3]=1.[NH2:11][CH:12]1[CH2:17][C@@H:16]([C:18]2[CH:23]=[CH:22][CH:21]=[CH:20][CH:19]=2)[C@@H:15]([CH3:24])[N:14]([CH2:25][C:26]([F:29])([F:28])[F:27])[C:13]1=[O:30], predict the reaction product. The product is: [CH3:1][C:2]1[CH:10]=[CH:9][C:5]([C:6]([O-:8])=[O:7])=[CH:4][CH:3]=1.[CH3:24][C@H:15]1[N:14]([CH2:25][C:26]([F:29])([F:27])[F:28])[C:13](=[O:30])[C@@H:12]([NH3+:11])[CH2:17][C@H:16]1[C:18]1[CH:23]=[CH:22][CH:21]=[CH:20][CH:19]=1. (3) Given the reactants Cl.Cl.[CH2:3]([C:7]1[N:8]=[N:9][C:10]([O:29][CH:30]2[CH2:35][CH2:34][NH:33][CH2:32][CH2:31]2)=[CH:11][C:12]=1[C:13]1[CH:14]=[CH:15][C:16]([O:22][CH:23]2[CH2:28][CH2:27][CH2:26][CH2:25][CH2:24]2)=[C:17]([C:19](=[O:21])[CH3:20])[CH:18]=1)[CH2:4][CH2:5][CH3:6].C=O.[C:38](O[BH-](OC(=O)C)OC(=O)C)(=O)C.[Na+].C([O-])(O)=O.[Na+], predict the reaction product. The product is: [CH2:3]([C:7]1[N:8]=[N:9][C:10]([O:29][CH:30]2[CH2:35][CH2:34][N:33]([CH3:38])[CH2:32][CH2:31]2)=[CH:11][C:12]=1[C:13]1[CH:14]=[CH:15][C:16]([O:22][CH:23]2[CH2:28][CH2:27][CH2:26][CH2:25][CH2:24]2)=[C:17]([C:19](=[O:21])[CH3:20])[CH:18]=1)[CH2:4][CH2:5][CH3:6].